This data is from Forward reaction prediction with 1.9M reactions from USPTO patents (1976-2016). The task is: Predict the product of the given reaction. (1) Given the reactants [F:1][C:2]1[CH:26]=[CH:25][C:5]([C:6]([N:8]([C:17]2[CH:22]=[CH:21][C:20]([O:23]C)=[CH:19][CH:18]=2)[C:9]2[CH:14]=[CH:13][C:12]([O:15]C)=[CH:11][CH:10]=2)=[O:7])=[C:4]([C:27]([F:30])([F:29])[F:28])[CH:3]=1.B(Br)(Br)Br.O.CCOC(C)=O, predict the reaction product. The product is: [F:1][C:2]1[CH:26]=[CH:25][C:5]([C:6]([N:8]([C:17]2[CH:22]=[CH:21][C:20]([OH:23])=[CH:19][CH:18]=2)[C:9]2[CH:14]=[CH:13][C:12]([OH:15])=[CH:11][CH:10]=2)=[O:7])=[C:4]([C:27]([F:28])([F:29])[F:30])[CH:3]=1. (2) The product is: [CH3:25][NH:24][C:23]1[N:9]=[CH:8][C:7]2[C:11]([CH:22]=1)=[CH:3][CH:4]=[C:5]([C:12]([OH:14])=[O:13])[CH:6]=2. Given the reactants FC(F)(F)[C:3]1[CH:4]=[C:5]([C:12]([OH:14])=[O:13])[CH:6]=[C:7]2[C:11]=1N[N:9]=[CH:8]2.BrC1C=C2C([CH:22]=[C:23](NC)[N:24]=[CH:25]2)=CC=1, predict the reaction product. (3) Given the reactants Br[CH2:2][CH2:3][CH2:4][CH2:5][O:6][C:7]1[CH:22]=[CH:21][C:10]2[C:11]([C:14]3[CH:19]=[CH:18][C:17]([Cl:20])=[CH:16][CH:15]=3)=[N:12][S:13][C:9]=2[CH:8]=1.[NH:23]1[CH2:28][CH2:27][CH2:26][CH2:25][CH2:24]1, predict the reaction product. The product is: [Cl:20][C:17]1[CH:18]=[CH:19][C:14]([C:11]2[C:10]3[CH:21]=[CH:22][C:7]([O:6][CH2:5][CH2:4][CH2:3][CH2:2][N:23]4[CH2:28][CH2:27][CH2:26][CH2:25][CH2:24]4)=[CH:8][C:9]=3[S:13][N:12]=2)=[CH:15][CH:16]=1.